From a dataset of Reaction yield outcomes from USPTO patents with 853,638 reactions. Predict the reaction yield, written as a fraction of the theoretical maximum amount of product (1.0 means a 100% yield; for example, 0.34 means a 34% yield). (1) The reactants are [F:1][C:2]1[CH:7]=[C:6]([O:8][CH2:9][C:10]([F:13])([F:12])[F:11])[C:5]([N+:14]([O-])=O)=[CH:4][C:3]=1[S:17]([NH:20][CH3:21])(=[O:19])=[O:18]. The catalyst is CO.[Pd]. The product is [NH2:14][C:5]1[C:6]([O:8][CH2:9][C:10]([F:12])([F:13])[F:11])=[CH:7][C:2]([F:1])=[C:3]([S:17]([NH:20][CH3:21])(=[O:18])=[O:19])[CH:4]=1. The yield is 0.880. (2) The reactants are [H-].[Na+].C(OP([CH2:11][C:12]([O:14][CH2:15][CH3:16])=[O:13])(OCC)=O)C.[Br:17][C:18]1[CH:19]=[C:20]([C:25]([C:27]2[S:28][C:29]([CH3:32])=[CH:30][N:31]=2)=O)[CH:21]=[C:22]([Cl:24])[CH:23]=1.Cl. The catalyst is C1COCC1.O. The product is [CH2:15]([O:14][C:12](=[O:13])/[CH:11]=[C:25](/[C:20]1[CH:21]=[C:22]([Cl:24])[CH:23]=[C:18]([Br:17])[CH:19]=1)\[C:27]1[S:28][C:29]([CH3:32])=[CH:30][N:31]=1)[CH3:16]. The yield is 1.06. (3) The reactants are O=[C:2]1[N:11]([C:12]2[CH:17]=[CH:16][CH:15]=[CH:14][CH:13]=2)[C:10](=[O:18])[C:9]2[C:4](=[CH:5][C:6]([C:19]([O:21][CH3:22])=[O:20])=[CH:7][CH:8]=2)[NH:3]1.P(Cl)(Cl)([Cl:25])=O.C(N(CC)C(C)C)(C)C. No catalyst specified. The product is [Cl:25][C:2]1[N:11]([C:12]2[CH:17]=[CH:16][CH:15]=[CH:14][CH:13]=2)[C:10](=[O:18])[C:9]2[C:4](=[CH:5][C:6]([C:19]([O:21][CH3:22])=[O:20])=[CH:7][CH:8]=2)[N:3]=1. The yield is 0.770. (4) The reactants are [F:1][C:2]([F:17])([F:16])[C:3]1[CH:8]=[CH:7][C:6]([CH2:9][NH2:10])=[C:5]([N:11]2[CH2:15][CH2:14][CH2:13][CH2:12]2)[CH:4]=1.ClC(Cl)(O[C:22](=[O:28])OC(Cl)(Cl)Cl)Cl.[N-:30]=[C:31]=O.CO.[CH3:35][N:36]([CH:38]=[O:39])C. The catalyst is CCOC(C)=O. The product is [F:17][C:2]([F:1])([F:16])[C:3]1[CH:8]=[CH:7][C:6]([CH2:9][NH:10][C:38]([NH:36][C:35]2[C:31]3[NH:30][C:22](=[O:28])[NH:10][C:9]=3[CH:6]=[CH:5][CH:4]=2)=[O:39])=[C:5]([N:11]2[CH2:15][CH2:14][CH2:13][CH2:12]2)[CH:4]=1. The yield is 0.200.